This data is from Forward reaction prediction with 1.9M reactions from USPTO patents (1976-2016). The task is: Predict the product of the given reaction. (1) The product is: [C:12]1([C:11]2[O:9][C:1](=[O:10])[C:2]3[CH:8]=[CH:7][CH:6]=[CH:5][C:3]=3[N:4]=2)[CH:17]=[CH:16][CH:15]=[CH:14][CH:13]=1. Given the reactants [C:1]([OH:10])(=[O:9])[C:2]1[C:3](=[CH:5][CH:6]=[CH:7][CH:8]=1)[NH2:4].[C:11](Cl)(=O)[C:12]1[CH:17]=[CH:16][CH:15]=[CH:14][CH:13]=1.C(Cl)(=O)C(Cl)=O.C(=O)([O-])O.[Na+], predict the reaction product. (2) Given the reactants C([N:8]1[CH2:13][CH:12]2[CH:10]([CH:11]2[C:14]([O:16][CH2:17][CH3:18])=[O:15])[CH2:9]1)C1C=CC=CC=1, predict the reaction product. The product is: [CH:12]12[CH:11]([C:14]([O:16][CH2:17][CH3:18])=[O:15])[CH:10]1[CH2:9][NH:8][CH2:13]2. (3) Given the reactants [N+:1]([C:4]1[CH:15]=[CH:14][C:7]([O:8][CH2:9][CH2:10][C:11]([OH:13])=O)=[CH:6][CH:5]=1)([O-:3])=[O:2].OS(O)(=O)=O.O=P12OP3(OP(OP(O3)(O1)=O)(=O)O2)=O, predict the reaction product. The product is: [N+:1]([C:4]1[CH:5]=[C:6]2[C:7](=[CH:14][CH:15]=1)[O:8][CH2:9][CH2:10][C:11]2=[O:13])([O-:3])=[O:2]. (4) Given the reactants Cl.[CH3:2][O:3][C:4]([C@H:6]1[CH2:11][CH2:10][C@H:9]([NH2:12])[CH2:8][CH2:7]1)=[O:5].[CH2:13](N(CC)CC)C.ClC(Cl)(OC(=O)OC(Cl)(Cl)Cl)Cl, predict the reaction product. The product is: [CH3:2][O:3][C:4]([C@H:6]1[CH2:11][CH2:10][C@H:9]([N+:12]#[C-:13])[CH2:8][CH2:7]1)=[O:5]. (5) The product is: [C:19]([NH:27][C:28]([NH:14][C:13]1[C:8]([O:7][C:6]2[CH:15]=[CH:16][CH:17]=[CH:18][C:5]=2[C:1]([CH3:4])([CH3:2])[CH3:3])=[N:9][CH:10]=[CH:11][CH:12]=1)=[S:29])(=[O:26])[C:20]1[CH:25]=[CH:24][CH:23]=[CH:22][CH:21]=1. Given the reactants [C:1]([C:5]1[CH:18]=[CH:17][CH:16]=[CH:15][C:6]=1[O:7][C:8]1[C:13]([NH2:14])=[CH:12][CH:11]=[CH:10][N:9]=1)([CH3:4])([CH3:3])[CH3:2].[C:19]([N:27]=[C:28]=[S:29])(=[O:26])[C:20]1[CH:25]=[CH:24][CH:23]=[CH:22][CH:21]=1, predict the reaction product. (6) Given the reactants Br[C:2]1[CH:7]=[CH:6][C:5]([S:8]([N:11]2[CH2:25][CH2:24][C:14]3([O:19][CH2:18][C:17](=[O:20])[N:16]([CH:21]4[CH2:23][CH2:22]4)[CH2:15]3)[CH2:13][CH2:12]2)(=[O:10])=[O:9])=[CH:4][CH:3]=1.OB(O)[C:28]1[CH:29]=[C:30]([CH:34]=[CH:35][CH:36]=1)[C:31]([OH:33])=[O:32].C([O-])([O-])=O.[K+].[K+], predict the reaction product. The product is: [CH:21]1([N:16]2[CH2:15][C:14]3([CH2:24][CH2:25][N:11]([S:8]([C:5]4[CH:6]=[CH:7][C:2]([C:28]5[CH:36]=[CH:35][CH:34]=[C:30]([C:31]([OH:33])=[O:32])[CH:29]=5)=[CH:3][CH:4]=4)(=[O:10])=[O:9])[CH2:12][CH2:13]3)[O:19][CH2:18][C:17]2=[O:20])[CH2:23][CH2:22]1. (7) Given the reactants [NH2:1][C@@H:2]1[C:8](=[O:9])[N:7]2[C@H:3]1[S:4][C:5]([CH3:15])([CH3:14])[C@@H:6]2[C:10]([O:12][CH3:13])=[O:11].Cl.Cl[CH2:18][C:19]1[CH:24]=[CH:23][CH:22]=[CH:21][N:20]=1.[N:25]1[CH:30]=[CH:29][CH:28]=[CH:27][C:26]=1[CH:31]=O.[BH4-].[Na+], predict the reaction product. The product is: [N:20]1[CH:21]=[CH:22][CH:23]=[CH:24][C:19]=1[CH2:18][N:1]([CH2:31][C:26]1[CH:27]=[CH:28][CH:29]=[CH:30][N:25]=1)[C@@H:2]1[C:8](=[O:9])[N:7]2[C@H:3]1[S:4][C:5]([CH3:15])([CH3:14])[C@@H:6]2[C:10]([O:12][CH3:13])=[O:11]. (8) Given the reactants [CH2:1]([O:9][CH2:10][CH:11]1[CH2:16][CH2:15][CH2:14][CH2:13][CH2:12]1)[CH2:2][CH2:3][CH2:4][CH2:5][CH2:6][CH:7]=[CH2:8].Br[C:18]1[CH:23]=[CH:22][C:21]([N+:24]([O-:26])=[O:25])=[CH:20][CH:19]=1, predict the reaction product. The product is: [CH:11]1([CH2:10][O:9][CH2:1][CH2:2][CH2:3][CH2:4][CH2:5][CH2:6][CH2:7][CH2:8][C:18]2[CH:23]=[CH:22][C:21]([N+:24]([O-:26])=[O:25])=[CH:20][CH:19]=2)[CH2:12][CH2:13][CH2:14][CH2:15][CH2:16]1. (9) Given the reactants C(N(CC)CC)C.Cl.Cl[C:10]1[C:19]2[C:14](=[CH:15][CH:16]=[CH:17][CH:18]=2)[N:13]=[CH:12][C:11]=1[N+:20]([O-:22])=[O:21].[NH2:23][CH2:24][CH2:25][CH2:26][CH2:27][CH2:28][NH:29][C:30](=[O:37])[C:31]1[CH:36]=[CH:35][CH:34]=[CH:33][CH:32]=1, predict the reaction product. The product is: [N+:20]([C:11]1[CH:12]=[N:13][C:14]2[C:19]([C:10]=1[NH:23][CH2:24][CH2:25][CH2:26][CH2:27][CH2:28][NH:29][C:30](=[O:37])[C:31]1[CH:36]=[CH:35][CH:34]=[CH:33][CH:32]=1)=[CH:18][CH:17]=[CH:16][CH:15]=2)([O-:22])=[O:21]. (10) Given the reactants [CH2:1]([CH:3]([N:6]1[CH2:11][CH2:10][NH:9][CH2:8][CH2:7]1)[CH2:4][CH3:5])[CH3:2].[Cl:12][C:13]([O:15][C:16]1[CH:21]=[CH:20][CH:19]=[C:18]([C:22]([F:25])([F:24])[F:23])[CH:17]=1)=[O:14], predict the reaction product. The product is: [ClH:12].[F:23][C:22]([F:24])([F:25])[C:18]1[CH:17]=[C:16]([O:15][C:13]([N:9]2[CH2:10][CH2:11][N:6]([CH:3]([CH2:4][CH3:5])[CH2:1][CH3:2])[CH2:7][CH2:8]2)=[O:14])[CH:21]=[CH:20][CH:19]=1.